From a dataset of Reaction yield outcomes from USPTO patents with 853,638 reactions. Predict the reaction yield, written as a fraction of the theoretical maximum amount of product (1.0 means a 100% yield; for example, 0.34 means a 34% yield). The reactants are [CH3:1][C:2]1[N:13]([C@@H:14]2[CH2:19][O:18][C@@H:17]([CH2:20][OH:21])[CH2:16][CH2:15]2)[C:5]2=[C:6]3[S:12][CH:11]=[CH:10][C:7]3=[N:8][CH:9]=[C:4]2[N:3]=1.N1C=CC=CC=1.[C:28]1([CH3:38])[CH:33]=[CH:32][C:31]([S:34](Cl)(=[O:36])=[O:35])=[CH:30][CH:29]=1. The catalyst is C(Cl)Cl.CN(C)C1C=CN=CC=1. The product is [CH3:38][C:28]1[CH:33]=[CH:32][C:31]([S:34]([O:21][CH2:20][C@H:17]2[CH2:16][CH2:15][C@H:14]([N:13]3[C:5]4=[C:6]5[S:12][CH:11]=[CH:10][C:7]5=[N:8][CH:9]=[C:4]4[N:3]=[C:2]3[CH3:1])[CH2:19][O:18]2)(=[O:36])=[O:35])=[CH:30][CH:29]=1. The yield is 0.550.